Dataset: Full USPTO retrosynthesis dataset with 1.9M reactions from patents (1976-2016). Task: Predict the reactants needed to synthesize the given product. Given the product [NH2:20][C:16]1[N:17]=[C:18]([NH:1][CH2:2][CH2:3][N:4]([CH3:12])[C:5](=[O:11])[O:6][C:7]([CH3:8])([CH3:9])[CH3:10])[CH:19]=[CH:14][N:15]=1, predict the reactants needed to synthesize it. The reactants are: [NH2:1][CH2:2][CH2:3][N:4]([CH3:12])[C:5](=[O:11])[O:6][C:7]([CH3:10])([CH3:9])[CH3:8].Cl[C:14]1[CH:19]=[CH:18][N:17]=[C:16]([NH2:20])[N:15]=1.